This data is from Forward reaction prediction with 1.9M reactions from USPTO patents (1976-2016). The task is: Predict the product of the given reaction. Given the reactants [Cl:1][C:2]1[CH:7]=[CH:6][C:5]([CH:8]2[C:15]3[C:14]([CH3:16])=[N:13][N:12]([C:17]4[C:18]([O:23][CH3:24])=[N:19][CH:20]=[CH:21][CH:22]=4)[C:11]=3[C:10](=[O:25])[NH:9]2)=[CH:4][CH:3]=1.Cl[C:27]1[CH:28]=[C:29]([CH3:37])[C:30]2[N:31]([C:33]([CH3:36])=[N:34][N:35]=2)[N:32]=1, predict the reaction product. The product is: [Cl:1][C:2]1[CH:7]=[CH:6][C:5]([CH:8]2[C:15]3[C:14]([CH3:16])=[N:13][N:12]([C:17]4[C:18]([O:23][CH3:24])=[N:19][CH:20]=[CH:21][CH:22]=4)[C:11]=3[C:10](=[O:25])[N:9]2[C:27]2[CH:28]=[C:29]([CH3:37])[C:30]3[N:31]([C:33]([CH3:36])=[N:34][N:35]=3)[N:32]=2)=[CH:4][CH:3]=1.